This data is from Catalyst prediction with 721,799 reactions and 888 catalyst types from USPTO. The task is: Predict which catalyst facilitates the given reaction. (1) The catalyst class is: 9. Reactant: [C:1]([O:5][CH2:6][CH3:7])(=[O:4])[CH2:2][SH:3].Br[C:9]1[C:10]2[S:32][CH:31]=[C:30]([CH2:33][CH2:34][CH2:35][CH2:36][CH2:37][CH2:38][CH2:39][CH2:40][CH2:41][CH2:42][CH2:43][CH2:44][CH2:45][CH2:46][CH3:47])[C:11]=2[S:12][C:13]=1[C:14](=O)[CH2:15][CH2:16][CH2:17][CH2:18][CH2:19][CH2:20][CH2:21][CH2:22][CH2:23][CH2:24][CH2:25][CH2:26][CH2:27][CH3:28].[C:48]([O-])([O-])=O.[K+].[K+].[Cl-].[Na+]. Product: [CH2:6]([O:5][C:1]([C:2]1[S:3][C:9]2[C:10]3[S:32][CH:31]=[C:30]([CH2:33][CH2:34][CH2:35][CH2:36][CH2:37][CH2:38][CH2:39][CH2:40][CH2:41][CH2:42][CH2:43][CH2:44][CH2:45][CH2:46][CH3:47])[C:11]=3[S:12][C:13]=2[C:14]=1[CH2:15][CH2:16][CH2:17][CH2:18][CH2:19][CH2:20][CH2:21][CH2:22][CH2:23][CH2:24][CH2:25][CH2:26][CH2:27][CH2:28][CH3:48])=[O:4])[CH3:7]. (2) Reactant: [CH3:1][O:2][C:3]([C:5]1([CH2:11]I)[CH2:10][CH2:9][CH2:8][CH2:7][CH2:6]1)=[O:4].[C:13]([O-:16])(=[S:15])[CH3:14].[K+].O. Product: [CH3:1][O:2][C:3]([C:5]1([CH2:11][S:15][C:13](=[O:16])[CH3:14])[CH2:10][CH2:9][CH2:8][CH2:7][CH2:6]1)=[O:4]. The catalyst class is: 3. (3) Reactant: [O:1]=[C:2]1[CH2:11][CH2:10][CH2:9][C:8]2[C:7]([NH:12][S:13]([CH3:16])(=[O:15])=[O:14])=[CH:6][CH:5]=[CH:4][C:3]1=2.[H-].[Na+].[CH3:19][O:20][CH2:21]Cl.O. Product: [CH3:19][O:20][CH2:21][N:12]([C:7]1[C:8]2[CH2:9][CH2:10][CH2:11][C:2](=[O:1])[C:3]=2[CH:4]=[CH:5][CH:6]=1)[S:13]([CH3:16])(=[O:15])=[O:14]. The catalyst class is: 3. (4) Reactant: [CH3:1][O:2][C:3]1[CH:8]=[CH:7][C:6]([NH:9][C:10]2[CH:15]=[CH:14][C:13]([O:16][CH3:17])=[CH:12][CH:11]=2)=[CH:5][CH:4]=1.I[C:19]1[CH:24]=[CH:23][CH:22]=[CH:21][CH:20]=1.C(O[Na])(C)(C)C. Product: [CH3:17][O:16][C:13]1[CH:14]=[CH:15][C:10]([N:9]([C:6]2[CH:5]=[CH:4][C:3]([O:2][CH3:1])=[CH:8][CH:7]=2)[C:19]2[CH:24]=[CH:23][CH:22]=[CH:21][CH:20]=2)=[CH:11][CH:12]=1. The catalyst class is: 113. (5) Reactant: [NH2:1][CH2:2][C@H:3]1[CH2:8][N:7]([S:9]([C:12]2[S:13][CH:14]=[CH:15][CH:16]=2)(=[O:11])=[O:10])[CH2:6][CH2:5][N:4]1[C:17]1[CH:22]=[CH:21][C:20]([C:23]([OH:29])([CH3:28])[C:24]([F:27])([F:26])[F:25])=[CH:19][CH:18]=1.[C:30]1(=O)[CH2:33][CH2:32][CH2:31]1.C[Si](C)(C)[C:37]#[N:38]. Product: [S:13]1[CH:14]=[CH:15][CH:16]=[C:12]1[S:9]([N:7]1[CH2:6][CH2:5][N:4]([C:17]2[CH:18]=[CH:19][C:20]([C:23]([OH:29])([CH3:28])[C:24]([F:26])([F:27])[F:25])=[CH:21][CH:22]=2)[C@@H:3]([CH2:2][NH:1][C:30]2([C:37]#[N:38])[CH2:33][CH2:32][CH2:31]2)[CH2:8]1)(=[O:10])=[O:11]. The catalyst class is: 26. (6) Reactant: [CH3:1][C:2]1([CH3:10])[CH2:7][CH2:6][CH2:5][CH:4]([CH3:8])[C:3]1=[O:9].O1CC[CH2:13][CH2:12]1.[Li]. Product: [C:12]([C:3]1([OH:9])[CH:4]([CH3:8])[CH2:5][CH2:6][CH2:7][C:2]1([CH3:10])[CH3:1])#[CH:13]. The catalyst class is: 6. (7) Reactant: [H-].[Na+].[OH:3][CH2:4][CH2:5][C:6]1[N:7]([CH2:11][CH2:12][CH2:13][CH2:14][C:15]2[CH:20]=[CH:19][C:18]([OH:21])=[CH:17][CH:16]=2)[CH:8]=[CH:9][N:10]=1.Cl[CH2:23][C:24]1[N:25]=[C:26](/[CH:29]=[CH:30]/[C:31]2[CH:36]=[CH:35][C:34]([CH2:37][CH3:38])=[CH:33][CH:32]=2)[O:27][CH:28]=1.O. Product: [CH2:37]([C:34]1[CH:35]=[CH:36][C:31](/[CH:30]=[CH:29]/[C:26]2[O:27][CH:28]=[C:24]([CH2:23][O:21][C:18]3[CH:17]=[CH:16][C:15]([CH2:14][CH2:13][CH2:12][CH2:11][N:7]4[CH:8]=[CH:9][N:10]=[C:6]4[CH2:5][CH2:4][OH:3])=[CH:20][CH:19]=3)[N:25]=2)=[CH:32][CH:33]=1)[CH3:38]. The catalyst class is: 3.